Dataset: Full USPTO retrosynthesis dataset with 1.9M reactions from patents (1976-2016). Task: Predict the reactants needed to synthesize the given product. Given the product [F:13][C:14]1[CH:15]=[C:16]([CH:19]=[CH:20][CH:21]=1)[CH2:17][N:9]1[C:10]2[C:6](=[CH:5][C:4]([N+:1]([O-:3])=[O:2])=[CH:12][CH:11]=2)[CH:7]=[N:8]1, predict the reactants needed to synthesize it. The reactants are: [N+:1]([C:4]1[CH:5]=[C:6]2[C:10](=[CH:11][CH:12]=1)[NH:9][N:8]=[CH:7]2)([O-:3])=[O:2].[F:13][C:14]1[CH:15]=[C:16]([CH:19]=[CH:20][CH:21]=1)[CH2:17]Cl.C([O-])([O-])=O.[K+].[K+].O.